From a dataset of Full USPTO retrosynthesis dataset with 1.9M reactions from patents (1976-2016). Predict the reactants needed to synthesize the given product. (1) Given the product [OH:12][C:9]1[CH:10]=[CH:11][C:6]([C:4](=[O:5])[CH:3]=[CH:19][C:18]2[CH:21]=[CH:22][C:15]([O:14][CH3:13])=[CH:16][CH:17]=2)=[CH:7][CH:8]=1, predict the reactants needed to synthesize it. The reactants are: [OH-].[Na+].[CH3:3][C:4]([C:6]1[CH:7]=[CH:8][C:9]([OH:12])=[CH:10][CH:11]=1)=[O:5].[CH3:13][O:14][C:15]1[CH:22]=[CH:21][C:18]([CH:19]=O)=[CH:17][CH:16]=1.Cl. (2) Given the product [F:8][C:7]1[C:2](=[O:12])[NH:3][CH:4]=[CH:5][C:6]=1[I:9], predict the reactants needed to synthesize it. The reactants are: F[C:2]1[C:7]([F:8])=[C:6]([I:9])[CH:5]=[CH:4][N:3]=1.C(O)(=[O:12])C.O. (3) Given the product [C:25](=[O:31])([O-:33])[O-:26].[NH2:24][C@H:3]1[CH2:4][C:5]2([CH2:11][CH2:10][N:9]([C:12]3[C:21]4[C:16](=[CH:17][CH:18]=[C:19]([O:22][CH3:23])[N:20]=4)[N:15]=[CH:14][CH:13]=3)[CH2:8][CH2:7]2)[CH2:6][C@H:2]1[OH:1], predict the reactants needed to synthesize it. The reactants are: [OH:1][C@@H:2]1[CH2:6][C:5]2([CH2:11][CH2:10][N:9]([C:12]3[C:21]4[C:16](=[CH:17][CH:18]=[C:19]([O:22][CH3:23])[N:20]=4)[N:15]=[CH:14][CH:13]=3)[CH2:8][CH2:7]2)[CH2:4][C@@H:3]1[NH:24][C:25](=[O:31])[O:26]C(C)(C)C.Cl.[O:33]1CCOCC1. (4) The reactants are: COC1C=CC(/C=C(\C(C)C)/C(O)=O)=C[C:4]=1[O:17][CH2:18][CH2:19][CH2:20][O:21]C.CC1C2OP(N3CCCCC3)[O:45][C:35]3=C(C)C=[C:38]4[C:43]([CH:42]=CC=C4)=[C:34]3[C:26]=2C2C=CC=CC=2C=1.[C:67]1(P([C:67]2[CH:72]=[CH:71][CH:70]=[CH:69][CH:68]=2)[C:67]2[CH:72]=[CH:71][CH:70]=[CH:69][CH:68]=2)[CH:72]=[CH:71][CH:70]=[CH:69][CH:68]=1.[OH2:73].[CH:74]([OH:77])(C)C. Given the product [CH3:74][O:77][C:71]1[CH:72]=[C:67]([O:21][CH2:20][CH2:19][CH2:18][O:17][CH3:4])[CH:68]=[C:69]([C@:34]([CH:43]([CH3:42])[CH3:38])([CH3:26])[C:35]([OH:45])=[O:73])[CH:70]=1, predict the reactants needed to synthesize it.